The task is: Predict which catalyst facilitates the given reaction.. This data is from Catalyst prediction with 721,799 reactions and 888 catalyst types from USPTO. (1) Reactant: [CH:1]([Mg]Br)([CH3:3])[CH3:2].[C:6]([O:16][CH3:17])(=[O:15])/[CH:7]=[CH:8]/[CH2:9][CH2:10][C:11]([O:13]C)=O. Product: [CH:1]([CH:8]1[CH2:9][CH2:10][C:11](=[O:13])[CH:7]1[C:6]([O:16][CH3:17])=[O:15])([CH3:3])[CH3:2]. The catalyst class is: 1. (2) Reactant: C(OC([NH:8][C@@H:9]([CH2:13][NH:14][C:15](=[O:24])[CH2:16][NH:17][C:18]([O:20][CH2:21][C:22]#[CH:23])=[O:19])[C:10]([OH:12])=[O:11])=O)(C)(C)C.Cl. Product: [NH2:8][C@@H:9]([CH2:13][NH:14][C:15](=[O:24])[CH2:16][NH:17][C:18]([O:20][CH2:21][C:22]#[CH:23])=[O:19])[C:10]([OH:12])=[O:11]. The catalyst class is: 880.